Task: Predict which catalyst facilitates the given reaction.. Dataset: Catalyst prediction with 721,799 reactions and 888 catalyst types from USPTO (1) Reactant: [O:1]1[CH2:5][CH2:4][C:3](=[N:6][NH:7][C:8]([O:10][C:11]([CH3:14])([CH3:13])[CH3:12])=[O:9])[CH2:2]1.C(O)(=O)C.C([BH3-])#N.[Na+].[OH-].[Na+]. Product: [O:1]1[CH2:5][CH2:4][CH:3]([NH:6][NH:7][C:8]([O:10][C:11]([CH3:14])([CH3:13])[CH3:12])=[O:9])[CH2:2]1. The catalyst class is: 6. (2) Reactant: [F:1][C:2]1[CH:3]=[C:4]([C@@H:9]2[CH2:13][N:12]([CH2:14][CH2:15][O:16][CH3:17])[CH2:11][C@H:10]2[NH:18][C:19]([NH:21][C:22]2[N:26]([C:27]3[CH:32]=[CH:31][CH:30]=[CH:29][CH:28]=3)[N:25]=[C:24]([O:33][CH2:34][C:35]([F:38])([F:37])[F:36])[CH:23]=2)=[O:20])[CH:5]=[CH:6][C:7]=1[F:8].[Cl:39]N1C(=O)CCC1=O.CC1C=CC(S([O-])(=O)=O)=CC=1.[NH+]1C=CC=CC=1. Product: [Cl:39][C:23]1[C:24]([O:33][CH2:34][C:35]([F:37])([F:38])[F:36])=[N:25][N:26]([C:27]2[CH:28]=[CH:29][CH:30]=[CH:31][CH:32]=2)[C:22]=1[NH:21][C:19]([NH:18][C@H:10]1[C@H:9]([C:4]2[CH:5]=[CH:6][C:7]([F:8])=[C:2]([F:1])[CH:3]=2)[CH2:13][N:12]([CH2:14][CH2:15][O:16][CH3:17])[CH2:11]1)=[O:20]. The catalyst class is: 2. (3) Reactant: [F:1][C:2]1[CH:11]=[C:10]2[C:5]([CH:6]=[CH:7][C:8](=[O:15])[N:9]2[CH2:12][CH:13]=O)=[CH:4][CH:3]=1.[NH:16]1[CH2:21][CH2:20][CH:19]([NH:22][C:23](=[O:29])[O:24][C:25]([CH3:28])([CH3:27])[CH3:26])[CH2:18][CH2:17]1.C(Cl)(Cl)Cl.[BH-](OC(C)=O)(OC(C)=O)OC(C)=O.[Na+]. Product: [F:1][C:2]1[CH:11]=[C:10]2[C:5]([CH:6]=[CH:7][C:8](=[O:15])[N:9]2[CH2:12][CH2:13][N:16]2[CH2:17][CH2:18][CH:19]([NH:22][C:23](=[O:29])[O:24][C:25]([CH3:27])([CH3:26])[CH3:28])[CH2:20][CH2:21]2)=[CH:4][CH:3]=1. The catalyst class is: 5. (4) Reactant: Br[C:2]1[CH:7]=[CH:6][C:5]([Br:8])=[CH:4][N:3]=1.O.[NH2:10][NH2:11].CC(O)CC. Product: [Br:8][C:5]1[CH:6]=[CH:7][C:2]([NH:10][NH2:11])=[N:3][CH:4]=1. The catalyst class is: 6. (5) Reactant: [Cl:1][C:2]1[CH:3]=[C:4]([CH:8]=[C:9]([CH3:11])[N:10]=1)[C:5](O)=[O:6].O.ON1C2C=CC=CC=2N=N1.Cl.CN(C)CCCN=C=NCC.C(N(C(C)C)CC)(C)C.[CH3:44][O:45][NH:46][CH3:47]. Product: [Cl:1][C:2]1[CH:3]=[C:4]([CH:8]=[C:9]([CH3:11])[N:10]=1)[C:5]([N:46]([O:45][CH3:44])[CH3:47])=[O:6]. The catalyst class is: 606. (6) Reactant: [N:1]1([C:7]([O:9][C:10]([CH3:13])([CH3:12])[CH3:11])=[O:8])[CH2:6][CH2:5][NH:4][CH2:3][CH2:2]1.CN(C)C=O.[CH2:19]([N:26]1[C:30]2[C:31]([Cl:35])=[N:32][CH:33]=[CH:34][C:29]=2[NH:28][CH:27]1Cl)[C:20]1[CH:25]=[CH:24][CH:23]=[CH:22][CH:21]=1. Product: [CH2:19]([N:26]1[C:30]2[C:31]([Cl:35])=[N:32][CH:33]=[CH:34][C:29]=2[N:28]=[C:27]1[N:4]1[CH2:5][CH2:6][N:1]([C:7]([O:9][C:10]([CH3:13])([CH3:12])[CH3:11])=[O:8])[CH2:2][CH2:3]1)[C:20]1[CH:21]=[CH:22][CH:23]=[CH:24][CH:25]=1. The catalyst class is: 13. (7) Reactant: [N:1]1[C:10]2[C:9]3[S:11][CH:12]=[CH:13][C:8]=3[CH2:7][CH2:6][C:5]=2[C:4](O)=[N:3][CH:2]=1.P(Cl)(Cl)([Cl:17])=O.C1(C)C=CC=CC=1. Product: [Cl:17][C:4]1[C:5]2[CH2:6][CH2:7][C:8]3[CH:13]=[CH:12][S:11][C:9]=3[C:10]=2[N:1]=[CH:2][N:3]=1. The catalyst class is: 13. (8) Reactant: [Cl:1][C:2]1[CH:3]=[C:4]([NH:10][C:11]2[CH:15]=[C:14]([CH3:16])[NH:13][N:12]=2)[C:5](=[O:9])[N:6]([CH3:8])[N:7]=1.[H-].[Na+].I[CH3:20]. Product: [Cl:1][C:2]1[CH:3]=[C:4]([NH:10][C:11]2[CH:15]=[C:14]([CH3:16])[N:13]([CH3:20])[N:12]=2)[C:5](=[O:9])[N:6]([CH3:8])[N:7]=1. The catalyst class is: 3.